The task is: Predict the reaction yield, written as a fraction of the theoretical maximum amount of product (1.0 means a 100% yield; for example, 0.34 means a 34% yield).. This data is from Reaction yield outcomes from USPTO patents with 853,638 reactions. (1) The reactants are [F:1][C:2]1[CH:7]=[CH:6][C:5]([N:8]2[C:12]([CH:13]([CH3:15])[CH3:14])=[C:11]([NH2:16])[CH:10]=[N:9]2)=[CH:4][CH:3]=1.[Cl:17][C:18]1[C:19]([C:30]([F:33])([F:32])[F:31])=[N:20][N:21]([CH:24]([CH2:28][CH3:29])[C:25](O)=[O:26])[C:22]=1[CH3:23].C(N(C(C)C)CC)(C)C.CN(C(ON1N=NC2C=CC=NC1=2)=[N+](C)C)C.F[P-](F)(F)(F)(F)F. The catalyst is CN(C=O)C.O. The product is [Cl:17][C:18]1[C:19]([C:30]([F:32])([F:31])[F:33])=[N:20][N:21]([CH:24]([CH2:28][CH3:29])[C:25]([NH:16][C:11]2[CH:10]=[N:9][N:8]([C:5]3[CH:4]=[CH:3][C:2]([F:1])=[CH:7][CH:6]=3)[C:12]=2[CH:13]([CH3:14])[CH3:15])=[O:26])[C:22]=1[CH3:23]. The yield is 0.310. (2) The reactants are [CH3:1][CH:2]([N:4]1[C:12](/[CH:13]=[CH:14]/[CH:15]([OH:23])[CH2:16][CH:17]([OH:22])[CH2:18][C:19]([OH:21])=[O:20])=[C:11]([C:24]2[CH:25]=[CH:26][C:27]([F:30])=[CH:28][CH:29]=2)[C:10]2[CH:9]=[CH:8][CH:7]=[CH:6][C:5]1=2)[CH3:3].[OH-].[Na+:32]. The catalyst is O. The product is [CH3:3][CH:2]([N:4]1[C:12](/[CH:13]=[CH:14]/[CH:15]([OH:23])[CH2:16][CH:17]([OH:22])[CH2:18][C:19]([O-:21])=[O:20])=[C:11]([C:24]2[CH:29]=[CH:28][C:27]([F:30])=[CH:26][CH:25]=2)[C:10]2[CH:9]=[CH:8][CH:7]=[CH:6][C:5]1=2)[CH3:1].[Na+:32]. The yield is 0.658.